This data is from Retrosynthesis with 50K atom-mapped reactions and 10 reaction types from USPTO. The task is: Predict the reactants needed to synthesize the given product. (1) The reactants are: COc1ccc2c(CC(=O)O)coc2c1. Given the product COc1ccc2c(c1)OCC2CC(=O)O, predict the reactants needed to synthesize it. (2) Given the product Fc1ccc(-n2ncc3c(-n4ccnc4)ccnc32)cc1, predict the reactants needed to synthesize it. The reactants are: Fc1ccc(-n2ncc3c(I)ccnc32)cc1.c1c[nH]cn1. (3) Given the product CCOP(=O)(Cc1ccc(Nc2ncc(C(F)(F)F)c(Nc3ccc(Br)nc3C(=O)NC)n2)c(OC)c1Cl)OCC, predict the reactants needed to synthesize it. The reactants are: CCOP(=O)(Cc1ccc(Nc2ncc(C(F)(F)F)c(Cl)n2)c(OC)c1Cl)OCC.CNC(=O)c1nc(Br)ccc1N. (4) Given the product C[C@@H]1COCC[C@@H]1N, predict the reactants needed to synthesize it. The reactants are: C[C@@H]1COCC[C@@H]1NCc1ccccc1. (5) Given the product O=C(O)CN(c1cccc(C(F)(F)F)c1)S(=O)(=O)c1ccccc1, predict the reactants needed to synthesize it. The reactants are: CC(C)(C)OC(=O)CN(c1cccc(C(F)(F)F)c1)S(=O)(=O)c1ccccc1. (6) Given the product Fc1ccc(C(F)(F)F)cc1CN(Cc1cc(C(F)(F)F)cc(C(F)(F)F)c1)c1ncc(Br)cn1, predict the reactants needed to synthesize it. The reactants are: FC(F)(F)c1cc(CBr)cc(C(F)(F)F)c1.Fc1ccc(C(F)(F)F)cc1CNc1ncc(Br)cn1. (7) Given the product OCCCCC[C@@H](O)c1ccc(-c2ccc(Cl)cc2Cl)cc1, predict the reactants needed to synthesize it. The reactants are: C=CCCC[C@@H](O)c1ccc(-c2ccc(Cl)cc2Cl)cc1.OO.